From a dataset of Full USPTO retrosynthesis dataset with 1.9M reactions from patents (1976-2016). Predict the reactants needed to synthesize the given product. (1) Given the product [CH3:12][O:11][C:8]1[CH:7]=[CH:6][C:5]([CH2:4][C:3]([NH:14][C:15]2[CH:20]=[CH:19][C:18]([CH3:21])=[CH:17][CH:16]=2)=[O:13])=[CH:10][CH:9]=1, predict the reactants needed to synthesize it. The reactants are: CO[C:3](=[O:13])[CH2:4][C:5]1[CH:10]=[CH:9][C:8]([O:11][CH3:12])=[CH:7][CH:6]=1.[NH2:14][C:15]1[CH:20]=[CH:19][C:18]([CH3:21])=[CH:17][CH:16]=1.[H-].[Na+]. (2) Given the product [F:1][C:2]1[CH:3]=[CH:4][C:5]([O:10][CH3:11])=[C:6]([CH:9]=1)[C:7]([OH:13])=[O:8], predict the reactants needed to synthesize it. The reactants are: [F:1][C:2]1[CH:3]=[CH:4][C:5]([O:10][CH3:11])=[C:6]([CH:9]=1)[CH:7]=[O:8].[Mn]([O-])(=O)(=O)=[O:13].[K+].[OH-].[Na+]. (3) Given the product [O:21]1[CH2:25][CH2:24][CH:23]([CH2:26][NH:27][C:12]([C:9]2[CH:8]=[C:7]([CH2:6][O:5][CH2:4][C:3]3[CH:15]=[C:16]([F:19])[CH:17]=[CH:18][C:2]=3[F:1])[O:11][N:10]=2)=[O:14])[CH2:22]1, predict the reactants needed to synthesize it. The reactants are: [F:1][C:2]1[CH:18]=[CH:17][C:16]([F:19])=[CH:15][C:3]=1[CH2:4][O:5][CH2:6][C:7]1[O:11][N:10]=[C:9]([C:12]([OH:14])=O)[CH:8]=1.Cl.[O:21]1[CH2:25][CH2:24][CH:23]([CH2:26][NH2:27])[CH2:22]1.C(N(CC)CC)C.ON1C2C=CC=CC=2N=N1.Cl.C(N=C=NCCCN(C)C)C. (4) Given the product [ClH:49].[ClH:49].[CH:1]1([O:7][C:8]2[CH:9]=[C:10]([C:24]3[CH:25]=[CH:26][C:27]([CH2:30][CH2:31][NH:32][CH2:40][C@H:41]([OH:48])[C:42]4[CH:43]=[N:44][CH:45]=[CH:46][CH:47]=4)=[CH:28][CH:29]=3)[CH:11]=[CH:12][C:13]=2[C:14]([NH:16][S:17]([CH2:20][CH2:21][CH2:22][OH:23])(=[O:18])=[O:19])=[O:15])[CH2:6][CH2:5][CH2:4][CH2:3][CH2:2]1, predict the reactants needed to synthesize it. The reactants are: [CH:1]1([O:7][C:8]2[CH:9]=[C:10]([C:24]3[CH:29]=[CH:28][C:27]([CH2:30][CH2:31][N:32]([CH2:40][C@H:41]([OH:48])[C:42]4[CH:43]=[N:44][CH:45]=[CH:46][CH:47]=4)C(=O)OC(C)(C)C)=[CH:26][CH:25]=3)[CH:11]=[CH:12][C:13]=2[C:14]([NH:16][S:17]([CH2:20][CH2:21][CH2:22][OH:23])(=[O:19])=[O:18])=[O:15])[CH2:6][CH2:5][CH2:4][CH2:3][CH2:2]1.[ClH:49].